This data is from Full USPTO retrosynthesis dataset with 1.9M reactions from patents (1976-2016). The task is: Predict the reactants needed to synthesize the given product. Given the product [N:13]1[CH:18]=[CH:17][C:16]([S:19][C:2]2[C:11]3[C:6](=[CH:7][CH:8]=[CH:9][CH:10]=3)[C:5](=[O:12])[NH:4][N:3]=2)=[CH:15][CH:14]=1, predict the reactants needed to synthesize it. The reactants are: Cl[C:2]1[C:11]2[C:6](=[CH:7][CH:8]=[CH:9][CH:10]=2)[C:5](=[O:12])[NH:4][N:3]=1.[N:13]1[CH:18]=[CH:17][C:16]([SH:19])=[CH:15][CH:14]=1.